The task is: Predict the product of the given reaction.. This data is from Forward reaction prediction with 1.9M reactions from USPTO patents (1976-2016). (1) Given the reactants [CH3:1][C:2]1([CH3:10])[O:7][C:6](=[O:8])[CH2:5][C:4](=[O:9])[O:3]1.[C:11]([O:15][C:16]([NH:18][CH2:19][CH2:20][C:21](O)=[O:22])=[O:17])([CH3:14])([CH3:13])[CH3:12].Cl.C(N=C=NCCCN(C)C)C, predict the reaction product. The product is: [C:11]([O:15][C:16](=[O:17])[NH:18][CH2:19][CH2:20][C:21](=[C:5]1[C:6](=[O:8])[O:7][C:2]([CH3:10])([CH3:1])[O:3][C:4]1=[O:9])[OH:22])([CH3:14])([CH3:12])[CH3:13]. (2) Given the reactants [Cl-].O[NH3+:3].[C:4](=[O:7])([O-])[OH:5].[Na+].CS(C)=O.[Si]([O:20][CH:21]([C:52]([CH3:55])([CH3:54])[CH3:53])[CH2:22][N:23]1[C:28](=[O:29])[C:27]([CH2:30][C:31]2[CH:36]=[CH:35][C:34]([C:37]3[C:38]([C:43]#[N:44])=[CH:39][CH:40]=[CH:41][CH:42]=3)=[CH:33][CH:32]=2)=[C:26]([CH2:45][CH2:46][CH3:47])[N:25]2[N:48]=[C:49]([CH3:51])[N:50]=[C:24]12)(C(C)(C)C)(C)C, predict the reaction product. The product is: [OH:20][CH:21]([C:52]([CH3:55])([CH3:54])[CH3:53])[CH2:22][N:23]1[C:28](=[O:29])[C:27]([CH2:30][C:31]2[CH:32]=[CH:33][C:34]([C:37]3[CH:42]=[CH:41][CH:40]=[CH:39][C:38]=3[C:43]3[NH:44][C:4](=[O:7])[O:5][N:3]=3)=[CH:35][CH:36]=2)=[C:26]([CH2:45][CH2:46][CH3:47])[N:25]2[N:48]=[C:49]([CH3:51])[N:50]=[C:24]12. (3) Given the reactants [CH:1]1([NH:7][S:8]([C:11]2[CH:16]=[C:15]([C:17]([F:20])([F:19])[F:18])[CH:14]=[C:13]([C:21]3[NH:22][C:23]4[C:28]([CH:29]=3)=[CH:27][CH:26]=[CH:25][CH:24]=4)[CH:12]=2)(=[O:10])=[O:9])[CH2:6][CH2:5][CH2:4][CH2:3][CH2:2]1.[C:30](Cl)(=[O:34])[C:31](Cl)=[O:32].[CH3:36][OH:37], predict the reaction product. The product is: [CH3:36][O:37][C:30](=[O:34])[C:31]([C:29]1[C:28]2[C:23](=[CH:24][CH:25]=[CH:26][CH:27]=2)[NH:22][C:21]=1[C:13]1[CH:14]=[C:15]([C:17]([F:20])([F:19])[F:18])[CH:16]=[C:11]([S:8](=[O:9])(=[O:10])[NH:7][CH:1]2[CH2:6][CH2:5][CH2:4][CH2:3][CH2:2]2)[CH:12]=1)=[O:32].